This data is from Full USPTO retrosynthesis dataset with 1.9M reactions from patents (1976-2016). The task is: Predict the reactants needed to synthesize the given product. (1) Given the product [CH3:1][O:2][C:3](=[O:25])[CH2:4][C:5]1[CH:6]=[C:7]([C:13]2[CH:18]=[CH:17][C:16]([C:19]([F:22])([F:20])[F:21])=[CH:15][C:14]=2[CH2:23][NH:30][CH2:29][CH2:28][N:27]([CH3:31])[CH3:26])[C:8]([O:11][CH3:12])=[CH:9][CH:10]=1, predict the reactants needed to synthesize it. The reactants are: [CH3:1][O:2][C:3](=[O:25])[CH2:4][C:5]1[CH:6]=[C:7]([C:13]2[CH:18]=[CH:17][C:16]([C:19]([F:22])([F:21])[F:20])=[CH:15][C:14]=2[CH:23]=O)[C:8]([O:11][CH3:12])=[CH:9][CH:10]=1.[CH3:26][N:27]([CH3:31])[CH2:28][CH2:29][NH2:30]. (2) Given the product [F:1][C:2]1[CH:3]=[C:4]([C:12]2[C:21]3[C:16](=[CH:17][CH:18]=[C:19]([OH:22])[CH:20]=3)[C:15](=[O:31])[N:14]([C:33]3[CH:34]=[C:35]([CH:38]=[CH:39][CH:40]=3)[C:36]#[N:37])[CH:13]=2)[CH:5]=[CH:6][C:7]=1[C:8]([F:9])([F:10])[F:11], predict the reactants needed to synthesize it. The reactants are: [F:1][C:2]1[CH:3]=[C:4]([C:12]2[C:21]3[C:16](=[CH:17][CH:18]=[C:19]([O:22]COCC[Si](C)(C)C)[CH:20]=3)[C:15](=[O:31])[NH:14][CH:13]=2)[CH:5]=[CH:6][C:7]=1[C:8]([F:11])([F:10])[F:9].Br[C:33]1[CH:34]=[C:35]([CH:38]=[CH:39][CH:40]=1)[C:36]#[N:37].N1CCC[C@H]1C(O)=O.C(=O)([O-])[O-].[K+].[K+].